From a dataset of Forward reaction prediction with 1.9M reactions from USPTO patents (1976-2016). Predict the product of the given reaction. (1) The product is: [C:1]12([CH:11]([OH:24])[CH2:12][NH:13][C:14]3[C:15]4[CH2:23][CH2:22][N:21]([C:35]([C@H:26]5[O:25][C:30]6[CH:31]=[CH:32][CH:33]=[CH:34][C:29]=6[O:28][CH2:27]5)=[O:36])[CH2:20][C:16]=4[N:17]=[CH:18][N:19]=3)[CH2:2][CH:3]3[CH2:4][CH:5]([CH2:6][CH:7]([CH2:9]3)[CH2:8]1)[CH2:10]2. Given the reactants [C:1]12([CH:11]([OH:24])[CH2:12][NH:13][C:14]3[C:15]4[CH2:23][CH2:22][NH:21][CH2:20][C:16]=4[N:17]=[CH:18][N:19]=3)[CH2:10][CH:5]3[CH2:6][CH:7]([CH2:9][CH:3]([CH2:4]3)[CH2:2]1)[CH2:8]2.[O:25]1[C:30]2[CH:31]=[CH:32][CH:33]=[CH:34][C:29]=2[O:28][CH2:27][C@H:26]1[C:35](O)=[O:36].Cl.CN(C)CCCN=C=NCC.O.ON1C2C=CC=CC=2N=N1.C(N(CC)C(C)C)(C)C, predict the reaction product. (2) Given the reactants [CH:1]1[C:11]2[CH2:10][C:9]3([CH2:15][CH2:14][CH:13]([N:16]4[CH2:19][CH:18]([C:20]([O:22]C)=[O:21])[CH2:17]4)[CH2:12]3)[C:8]3[CH:24]=[CH:25][CH:26]=[CH:27][C:7]=3[CH2:6][C:5]=2[CH:4]=[CH:3][CH:2]=1.[OH-].[K+], predict the reaction product. The product is: [CH:20]([OH:22])=[O:21].[CH:1]1[C:11]2[CH2:10][C:9]3([CH2:15][CH2:14][CH:13]([N:16]4[CH2:19][CH:18]([C:20]([OH:22])=[O:21])[CH2:17]4)[CH2:12]3)[C:8]3[CH:24]=[CH:25][CH:26]=[CH:27][C:7]=3[CH2:6][C:5]=2[CH:4]=[CH:3][CH:2]=1. (3) Given the reactants [CH:1]1([NH:5][C:6]([NH:8][C:9]2[CH:14]=[CH:13][C:12]([C:15]3[N:16]=[C:17]([N:25]4[CH2:30][CH2:29][O:28][CH2:27][C@@H:26]4[CH3:31])[C:18]4[CH2:24][NH:23][CH2:22][CH2:21][C:19]=4[N:20]=3)=[CH:11][CH:10]=2)=[O:7])[CH2:4][CH2:3][CH2:2]1.C[C@@H]1NCCOC1.[OH:39][C:40]([CH3:45])([CH3:44])[C:41](O)=[O:42], predict the reaction product. The product is: [CH:1]1([NH:5][C:6]([NH:8][C:9]2[CH:10]=[CH:11][C:12]([C:15]3[N:16]=[C:17]([N:25]4[CH2:30][CH2:29][O:28][CH2:27][C@@H:26]4[CH3:31])[C:18]4[CH2:24][N:23]([C:41](=[O:42])[C:40]([OH:39])([CH3:45])[CH3:44])[CH2:22][CH2:21][C:19]=4[N:20]=3)=[CH:13][CH:14]=2)=[O:7])[CH2:4][CH2:3][CH2:2]1. (4) Given the reactants [C:1]([O:6][CH3:7])(=[O:5])/[CH:2]=[CH:3]/[CH3:4].[CH2:8]([NH2:15])[C:9]1[CH:14]=[CH:13][CH:12]=[CH:11][CH:10]=1, predict the reaction product. The product is: [CH2:8]([NH:15][CH:3]([CH3:4])[CH2:2][C:1]([O:6][CH3:7])=[O:5])[C:9]1[CH:14]=[CH:13][CH:12]=[CH:11][CH:10]=1. (5) Given the reactants [CH3:1][O:2][C:3]1[CH:4]=[CH:5][C:6]([NH:11][C:12]2[C:13]3[N:14]([N:40]=[CH:41][N:42]=3)[CH:15]=[C:16]([N:18]3[CH2:23][CH2:22][CH2:21][CH:20]([C:24]([NH:26][C:27]4[CH:39]=[CH:38][C:30]([C:31]([O:33]C(C)(C)C)=[O:32])=[CH:29][CH:28]=4)=[O:25])[CH2:19]3)[CH:17]=2)=[N:7][C:8]=1[O:9][CH3:10].C(O)(C(F)(F)F)=O.C(Cl)[Cl:51], predict the reaction product. The product is: [ClH:51].[CH3:1][O:2][C:3]1[CH:4]=[CH:5][C:6]([NH:11][C:12]2[C:13]3[N:14]([N:40]=[CH:41][N:42]=3)[CH:15]=[C:16]([N:18]3[CH2:23][CH2:22][CH2:21][CH:20]([C:24]([NH:26][C:27]4[CH:28]=[CH:29][C:30]([C:31]([OH:33])=[O:32])=[CH:38][CH:39]=4)=[O:25])[CH2:19]3)[CH:17]=2)=[N:7][C:8]=1[O:9][CH3:10]. (6) Given the reactants Cl[C:2]1[N:3]=[C:4]([NH:11][C:12]2[CH:17]=[CH:16][C:15]([O:18][CH3:19])=[C:14]([O:20][CH3:21])[CH:13]=2)[C:5]2[N:10]=[CH:9][S:8][C:6]=2[N:7]=1.[NH:22]1[CH2:27][CH2:26][CH:25]([C:28]([O:30][CH3:31])=[O:29])[CH2:24][CH2:23]1.C([O-])([O-])=O.[Cs+].[Cs+].CC(C1C=C(C(C)C)C(C2C=CC=CC=2P(C2CCCCC2)C2CCCCC2)=C(C(C)C)C=1)C, predict the reaction product. The product is: [CH3:21][O:20][C:14]1[CH:13]=[C:12]([NH:11][C:4]2[C:5]3[N:10]=[CH:9][S:8][C:6]=3[N:7]=[C:2]([N:22]3[CH2:27][CH2:26][CH:25]([C:28]([O:30][CH3:31])=[O:29])[CH2:24][CH2:23]3)[N:3]=2)[CH:17]=[CH:16][C:15]=1[O:18][CH3:19]. (7) The product is: [CH2:1]([O:3][C:4]([C:6]1[NH:7][CH:8]=[C:9]([C:22](=[O:23])[CH2:21][CH2:20][CH:15]2[CH2:19][CH2:18][CH2:17][CH2:16]2)[CH:10]=1)=[O:5])[CH3:2]. Given the reactants [CH2:1]([O:3][C:4]([C:6]1[NH:7][CH:8]=[CH:9][CH:10]=1)=[O:5])[CH3:2].[Cl-].[Al+3].[Cl-].[Cl-].[CH:15]1([CH2:20][CH2:21][C:22](Cl)=[O:23])[CH2:19][CH2:18][CH2:17][CH2:16]1, predict the reaction product. (8) The product is: [Br:1][C:2]1[CH:3]=[CH:4][C:5]2[CH:11]3[CH2:10][CH:9]([CH2:12]3)[N:8]3[C:13]([CH2:26][C:25]4[CH:28]=[CH:29][CH:30]=[CH:31][C:24]=4[Cl:23])=[C:14]([C:16]([NH2:35])=[O:17])[N:15]=[C:7]3[C:6]=2[CH:21]=1. Given the reactants [Br:1][C:2]1[CH:3]=[CH:4][C:5]2[CH:11]3[CH2:12][CH:9]([CH2:10]3)[N:8]3[C:13](I)=[C:14]([C:16](OC)=[O:17])[N:15]=[C:7]3[C:6]=2[CH:21]=1.[Br-].[Cl:23][C:24]1[CH:31]=[CH:30][CH:29]=[CH:28][C:25]=1[CH2:26][Zn+].CC([N:35](C)C)=O, predict the reaction product.